The task is: Predict the reactants needed to synthesize the given product.. This data is from Full USPTO retrosynthesis dataset with 1.9M reactions from patents (1976-2016). Given the product [F:1][C:2]1[C:3]([NH:28][C@@H:29]([C:38]([CH3:41])([CH3:40])[CH3:39])[CH2:30][N:31]2[CH:35]=[C:34]([CH2:36][OH:37])[N:33]=[N:32]2)=[N:4][C:5]([C:8]2[C:16]3[C:11](=[N:12][CH:13]=[C:14]([F:17])[CH:15]=3)[NH:10][CH:9]=2)=[N:6][CH:7]=1, predict the reactants needed to synthesize it. The reactants are: [F:1][C:2]1[C:3]([NH:28][C@@H:29]([C:38]([CH3:41])([CH3:40])[CH3:39])[CH2:30][N:31]2[CH:35]=[C:34]([CH2:36][OH:37])[N:33]=[N:32]2)=[N:4][C:5]([C:8]2[C:16]3[C:11](=[N:12][CH:13]=[C:14]([F:17])[CH:15]=3)[N:10](S(C3C=CC(C)=CC=3)(=O)=O)[CH:9]=2)=[N:6][CH:7]=1.C[O-].[Na+].[NH4+].[Cl-].CCOC(C)=O.